From a dataset of Full USPTO retrosynthesis dataset with 1.9M reactions from patents (1976-2016). Predict the reactants needed to synthesize the given product. (1) Given the product [Cl:1][C:2]1[C:3]([C:15](=[O:20])[NH:16][CH:17]2[CH2:18][CH2:19]2)=[CH:4][C:5]2[N:9]=[C:8]([C:10]([OH:12])=[O:11])[NH:7][C:6]=2[CH:14]=1, predict the reactants needed to synthesize it. The reactants are: [Cl:1][C:2]1[C:3]([C:15](=[O:20])[NH:16][CH:17]2[CH2:19][CH2:18]2)=[CH:4][C:5]2[N:9]=[C:8]([C:10]([O:12]C)=[O:11])[NH:7][C:6]=2[CH:14]=1.O.[OH-].[Li+]. (2) Given the product [C:15]([C:14]1([C:10]2[S:9][CH:13]=[CH:12][CH:11]=2)[CH2:6][CH:5]([C:4]([O:3][CH2:1][CH3:2])=[O:21])[C:18](=[O:20])[CH2:17][CH2:22]1)#[N:16], predict the reactants needed to synthesize it. The reactants are: [CH2:1]([O:3][C:4](=O)[CH2:5][CH2:6]Br)[CH3:2].[S:9]1[CH:13]=[CH:12][CH:11]=[C:10]1[CH2:14][C:15]#[N:16].[CH3:17][C:18]([OH:20])=O.[OH2:21].[C:22]1(C)C=CC=CC=1.